This data is from Catalyst prediction with 721,799 reactions and 888 catalyst types from USPTO. The task is: Predict which catalyst facilitates the given reaction. (1) Reactant: [F:1][C:2]1[CH:3]=[C:4]([CH2:16][OH:17])[C:5]2[O:9][C:8]([CH2:10][CH2:11][CH:12]([CH3:14])[CH3:13])=[CH:7][C:6]=2[CH:15]=1.O[C:19]1[CH:24]=[CH:23][C:22]([CH2:25][CH2:26][C:27]([O:29][CH2:30][CH3:31])=[O:28])=[C:21]([CH3:32])[C:20]=1[CH3:33].C1C=CC(P(C2C=CC=CC=2)C2C=CC=CC=2)=CC=1.CCOC(/N=N/C(OCC)=O)=O. Product: [F:1][C:2]1[CH:3]=[C:4]([CH2:16][O:17][C:19]2[CH:24]=[CH:23][C:22]([CH2:25][CH2:26][C:27]([O:29][CH2:30][CH3:31])=[O:28])=[C:21]([CH3:32])[C:20]=2[CH3:33])[C:5]2[O:9][C:8]([CH2:10][CH2:11][CH:12]([CH3:14])[CH3:13])=[CH:7][C:6]=2[CH:15]=1. The catalyst class is: 7. (2) Reactant: [O:1]1[C:5]2([CH2:10][CH2:9][NH:8][CH2:7][CH2:6]2)[O:4][CH2:3][CH2:2]1.Cl[C:12]1[N:17]=[C:16]([CH3:18])[CH:15]=[C:14]([CH3:19])[N:13]=1.CC(C1C=C(C(C)C)C(C2C=CC=CC=2P(C2CCCCC2)C2CCCCC2)=C(C(C)C)C=1)C.CC(C)([O-])C.[Na+]. Product: [CH3:19][C:14]1[CH:15]=[C:16]([CH3:18])[N:17]=[C:12]([N:8]2[CH2:9][CH2:10][C:5]3([O:4][CH2:3][CH2:2][O:1]3)[CH2:6][CH2:7]2)[N:13]=1. The catalyst class is: 62. (3) Reactant: P(Cl)(Cl)([Cl:3])=O.[CH3:6][N:7]([CH3:10])C=O.[OH:11][C:12]1N(C)[N:15]=[C:14]([C:18]([O:20][CH2:21][CH3:22])=[O:19])[CH:13]=1.C(=O)([O-])O.[Na+]. Product: [Cl:3][C:10]1[N:7]([CH3:6])[N:15]=[C:14]([C:18]([O:20][CH2:21][CH3:22])=[O:19])[C:13]=1[CH:12]=[O:11]. The catalyst class is: 6. (4) Reactant: [F:1][C:2]1[CH:7]=[C:6]([F:8])[C:5]([F:9])=[CH:4][C:3]=1[C@H:10]1[C@H:15]([NH2:16])[CH:14]=[C:13]([O:17][Si:18]([CH:25]([CH3:27])[CH3:26])([CH:22]([CH3:24])[CH3:23])[CH:19]([CH3:21])[CH3:20])[CH2:12][CH2:11]1.C(N(CC)CC)C.[C:35](O[C:35]([O:37][C:38]([CH3:41])([CH3:40])[CH3:39])=[O:36])([O:37][C:38]([CH3:41])([CH3:40])[CH3:39])=[O:36]. Product: [C:38]([O:37][C:35](=[O:36])[NH:16][C@H:15]1[C@H:10]([C:3]2[CH:4]=[C:5]([F:9])[C:6]([F:8])=[CH:7][C:2]=2[F:1])[CH2:11][CH2:12][C:13]([O:17][Si:18]([CH:22]([CH3:24])[CH3:23])([CH:25]([CH3:27])[CH3:26])[CH:19]([CH3:20])[CH3:21])=[CH:14]1)([CH3:41])([CH3:40])[CH3:39]. The catalyst class is: 4. (5) Reactant: C(=O)([O-])[O-].[K+].[K+].Cl[C:8]1[N:16]=[CH:15][CH:14]=[CH:13][C:9]=1[C:10]([OH:12])=[O:11].[CH2:17]([SH:24])[C:18]1[CH:23]=[CH:22][CH:21]=[CH:20][CH:19]=1.O. Product: [C:18]1([CH2:17][S:24][C:8]2[C:9]([C:10]([OH:12])=[O:11])=[CH:13][CH:14]=[CH:15][N:16]=2)[CH:23]=[CH:22][CH:21]=[CH:20][CH:19]=1. The catalyst class is: 16.